Task: Predict which catalyst facilitates the given reaction.. Dataset: Catalyst prediction with 721,799 reactions and 888 catalyst types from USPTO (1) Reactant: [Br:1][CH2:2][C:3]#[C:4][CH2:5][CH3:6].[N:7]12[CH2:14][CH2:13][CH:10]([CH2:11][CH2:12]1)[C@@H:9]([O:15][C:16](=[O:29])[C:17]([OH:28])([C:23]1[S:24][CH:25]=[CH:26][CH:27]=1)[C:18]1[S:19][CH:20]=[CH:21][CH:22]=1)[CH2:8]2. Product: [Br-:1].[OH:28][C:17]([C:18]1[S:19][CH:20]=[CH:21][CH:22]=1)([C:23]1[S:24][CH:25]=[CH:26][CH:27]=1)[C:16]([O:15][C@@H:9]1[CH:10]2[CH2:13][CH2:14][N+:7]([CH2:2][C:3]#[C:4][CH2:5][CH3:6])([CH2:12][CH2:11]2)[CH2:8]1)=[O:29]. The catalyst class is: 22. (2) Reactant: [CH3:1][C:2]1([CH3:12])[CH2:7][CH:6]([C:8]#N)[CH2:5][C:4]([CH3:11])([CH3:10])[NH:3]1.[OH2:13].[OH-:14].[K+].Cl. Product: [CH3:1][C:2]1([CH3:12])[CH2:7][CH:6]([C:8]([OH:14])=[O:13])[CH2:5][C:4]([CH3:11])([CH3:10])[NH:3]1. The catalyst class is: 8. (3) Reactant: [Cl:1][C:2]1[CH:3]=[C:4]([CH:9]([C:22]([F:25])([F:24])[F:23])/[CH:10]=[CH:11]/[C:12]2[CH:20]=[CH:19][C:15]([C:16]([OH:18])=O)=[C:14]([CH3:21])[CH:13]=2)[CH:5]=[C:6]([Cl:8])[CH:7]=1.[F:26][C:27]([F:31])([F:30])[CH2:28][NH2:29].C1C=CC2N(O)N=NC=2C=1.CCN=C=NCCCN(C)C.Cl.CCN(C(C)C)C(C)C. Product: [Cl:8][C:6]1[CH:5]=[C:4]([CH:9]([C:22]([F:25])([F:24])[F:23])/[CH:10]=[CH:11]/[C:12]2[CH:20]=[CH:19][C:15]([C:16]([NH:29][CH2:28][C:27]([F:31])([F:30])[F:26])=[O:18])=[C:14]([CH3:21])[CH:13]=2)[CH:3]=[C:2]([Cl:1])[CH:7]=1. The catalyst class is: 18. (4) Product: [CH3:1][C:2]1[CH:3]=[C:4]2[C:8](=[C:9]([CH3:11])[CH:10]=1)[NH:7][CH:6]=[CH:5]2. Reactant: [CH3:1][C:2]1[CH:3]=[C:4]2[C:8](=[C:9]([CH3:11])[CH:10]=1)[NH:7][C:6](=O)[C:5]2=O.Cl.C(=O)(O)[O-].[Na+]. The catalyst class is: 7. (5) Reactant: C1([As](C2C=CC=CC=2)C2C=CC=CC=2)C=CC=CC=1.Br[C:21]1[C:22]2[CH:23]=[C:24]3[CH:33]([CH2:34][C:35]([O:37][CH3:38])=[O:36])[CH2:32][CH2:31][N:25]3[C:26]=2[CH:27]=[C:28]([F:30])[CH:29]=1.[CH2:39]([O:41]C([Sn](CCCC)(CCCC)CCCC)=C)[CH3:40]. Product: [C:39]([C:21]1[C:22]2[CH:23]=[C:24]3[CH:33]([CH2:34][C:35]([O:37][CH3:38])=[O:36])[CH2:32][CH2:31][N:25]3[C:26]=2[CH:27]=[C:28]([F:30])[CH:29]=1)(=[O:41])[CH3:40]. The catalyst class is: 3. (6) Reactant: [N:1]([CH2:4][CH2:5][N:6]1[C:14]2[CH:13]=[CH:12][CH:11]=[CH:10][C:9]=2[C:8]2[CH2:15][CH2:16][N:17]([C:20]([O:22][C:23]([CH3:26])([CH3:25])[CH3:24])=[O:21])[CH2:18][CH2:19][C:7]1=2)=[N+]=[N-].CCO. Product: [NH2:1][CH2:4][CH2:5][N:6]1[C:14]2[CH:13]=[CH:12][CH:11]=[CH:10][C:9]=2[C:8]2[CH2:15][CH2:16][N:17]([C:20]([O:22][C:23]([CH3:26])([CH3:25])[CH3:24])=[O:21])[CH2:18][CH2:19][C:7]1=2. The catalyst class is: 99.